Task: Regression. Given two drug SMILES strings and cell line genomic features, predict the synergy score measuring deviation from expected non-interaction effect.. Dataset: NCI-60 drug combinations with 297,098 pairs across 59 cell lines (1) Drug 1: CS(=O)(=O)C1=CC(=C(C=C1)C(=O)NC2=CC(=C(C=C2)Cl)C3=CC=CC=N3)Cl. Drug 2: C1=CC(=CC=C1CCCC(=O)O)N(CCCl)CCCl. Cell line: HL-60(TB). Synergy scores: CSS=60.5, Synergy_ZIP=-3.65, Synergy_Bliss=-10.9, Synergy_Loewe=-23.9, Synergy_HSA=-12.9. (2) Drug 1: CC1=C(C(CCC1)(C)C)C=CC(=CC=CC(=CC(=O)O)C)C. Drug 2: C(=O)(N)NO. Cell line: UACC-257. Synergy scores: CSS=2.47, Synergy_ZIP=-3.47, Synergy_Bliss=-1.54, Synergy_Loewe=-3.23, Synergy_HSA=-2.11. (3) Drug 1: CC1=C(C=C(C=C1)NC(=O)C2=CC=C(C=C2)CN3CCN(CC3)C)NC4=NC=CC(=N4)C5=CN=CC=C5. Drug 2: C(=O)(N)NO. Cell line: NCI-H226. Synergy scores: CSS=-1.71, Synergy_ZIP=-0.121, Synergy_Bliss=-2.61, Synergy_Loewe=-1.77, Synergy_HSA=-3.18.